From a dataset of Full USPTO retrosynthesis dataset with 1.9M reactions from patents (1976-2016). Predict the reactants needed to synthesize the given product. (1) Given the product [CH2:9]([O:11][C:12]([C:13]1[CH2:14][C:15]2[N:16]=[C:17]([Br:20])[S:18][C:19]=2[N:21]=1)=[O:24])[CH3:10], predict the reactants needed to synthesize it. The reactants are: C1(C)C(C)=CC=CC=1.[CH2:9]([O:11][C:12](=[O:24])[C:13]([N:21]=[N+]=[N-])=[CH:14][C:15]1[N:16]=[C:17]([Br:20])[S:18][CH:19]=1)[CH3:10]. (2) Given the product [C:21]([NH:24][C@@H:25]([CH2:29][S:30][C:14](=[O:15])[C:13]1[CH:17]=[CH:18][CH:19]=[CH:20][C:12]=1[O:11][CH3:10])[C:26]([OH:28])=[O:27])(=[O:23])[CH3:22], predict the reactants needed to synthesize it. The reactants are: N1C2C=CC=CC=2N=N1.[CH3:10][O:11][C:12]1[CH:20]=[CH:19][CH:18]=[CH:17][C:13]=1[C:14](Cl)=[O:15].[C:21]([NH:24][C@@H:25]([CH2:29][SH:30])[C:26]([OH:28])=[O:27])(=[O:23])[CH3:22].CN1CCOCC1.C(O)(C(F)(F)F)=O. (3) Given the product [CH2:1]([N:4]1[C:12]2[C:11](=[O:13])[N:10]([CH2:19][CH2:20][CH2:21][O:22][Si:23]([C:26]([CH3:27])([CH3:29])[CH3:28])([CH3:24])[CH3:25])[C:9](=[O:14])[N:8]([CH2:15][CH3:16])[C:7]=2[N:6]=[C:5]1[Cl:17])[CH:2]=[CH2:3], predict the reactants needed to synthesize it. The reactants are: [CH2:1]([N:4]1[C:12]2[C:11](=[O:13])[NH:10][C:9](=[O:14])[N:8]([CH2:15][CH3:16])[C:7]=2[N:6]=[C:5]1[Cl:17])[CH:2]=[CH2:3].Br[CH2:19][CH2:20][CH2:21][O:22][Si:23]([C:26]([CH3:29])([CH3:28])[CH3:27])([CH3:25])[CH3:24].C(=O)([O-])[O-].[K+].[K+]. (4) Given the product [OH:8][CH2:9][C@@H:10]1[N:14]([CH2:15][C@@H:16]2[CH2:18][O:17]2)[C:13](=[O:19])[CH2:12][CH2:11]1, predict the reactants needed to synthesize it. The reactants are: [Si]([O:8][CH2:9][C@@H:10]1[N:14]([CH2:15][C@@H:16]2[CH2:18][O:17]2)[C:13](=[O:19])[CH2:12][CH2:11]1)(C(C)(C)C)(C)C.CCCC[N+](CCCC)(CCCC)CCCC.[F-].